This data is from Catalyst prediction with 721,799 reactions and 888 catalyst types from USPTO. The task is: Predict which catalyst facilitates the given reaction. (1) The catalyst class is: 152. Product: [Cl:18][C:4]1[C:5]2[C:10]3[CH2:11][CH2:12][CH2:13][CH2:14][C:9]=3[S:8][C:6]=2[N:7]=[C:2]([CH3:1])[N:3]=1. Reactant: [CH3:1][C:2]1[NH:3][C:4](=O)[C:5]2[C:10]3[CH2:11][CH2:12][CH2:13][CH2:14][C:9]=3[S:8][C:6]=2[N:7]=1.O=P(Cl)(Cl)[Cl:18].C(Cl)(Cl)Cl.CCCCCC. (2) Reactant: [CH3:1][C:2]1[C:7]([CH3:8])=[CH:6][C:5]([CH3:9])=[C:4]([CH3:10])[C:3]=1[OH:11].[Br:12]Br. Product: [Br:12][C:6]1[C:5]([CH3:9])=[C:4]([CH3:10])[C:3]([OH:11])=[C:2]([CH3:1])[C:7]=1[CH3:8]. The catalyst class is: 15.